From a dataset of Forward reaction prediction with 1.9M reactions from USPTO patents (1976-2016). Predict the product of the given reaction. (1) Given the reactants C([CH:4]([C:7]1[C:12]([F:13])=[CH:11][CH:10]=[CH:9][C:8]=1[Cl:14])[C:5]#[N:6])(=O)C.S(O)(O)(=O)=O.[CH3:20][NH:21][NH2:22].[C:23]([O-])(=O)[CH3:24].[Na+], predict the reaction product. The product is: [Cl:14][C:8]1[CH:9]=[CH:10][CH:11]=[C:12]([F:13])[C:7]=1[C:4]1[C:23]([CH3:24])=[N:22][N:21]([CH3:20])[C:5]=1[NH2:6]. (2) Given the reactants [CH2:1]([O:6][C:7]1[CH:12]=[CH:11][C:10](O)=[CH:9][CH:8]=1)[CH2:2][CH2:3][CH2:4][CH3:5].[CH2:14]([O:16][C:17]([O:19][C:20]1[CH:25]=[CH:24][C:23](/[CH:26]=[CH:27]/[C:28]([OH:30])=[O:29])=[CH:22][CH:21]=1)=[O:18])[CH3:15].Cl.CN(C)CCCN=C=NCC, predict the reaction product. The product is: [CH2:14]([O:16][C:17]([O:19][C:20]1[CH:25]=[CH:24][C:23](/[CH:26]=[CH:27]/[C:28]([O:30][C:10]2[CH:11]=[CH:12][C:7]([O:6][CH2:1][CH2:2][CH2:3][CH2:4][CH3:5])=[CH:8][CH:9]=2)=[O:29])=[CH:22][CH:21]=1)=[O:18])[CH3:15]. (3) Given the reactants [CH3:1][S:2][C:3]1[C:11]2[NH:10][C:9]3[CH2:12][CH2:13][NH:14][CH2:15][C:8]=3[C:7]=2[CH:6]=[CH:5][CH:4]=1.[C:16]([O:20][C:21](O[C:21]([O:20][C:16]([CH3:19])([CH3:18])[CH3:17])=[O:22])=[O:22])([CH3:19])([CH3:18])[CH3:17].CCOCC, predict the reaction product. The product is: [C:16]([O:20][C:21]([N:14]1[CH2:13][CH2:12][C:9]2[NH:10][C:11]3[C:3]([S:2][CH3:1])=[CH:4][CH:5]=[CH:6][C:7]=3[C:8]=2[CH2:15]1)=[O:22])([CH3:19])([CH3:18])[CH3:17]. (4) Given the reactants Br[C:2]1[CH:7]=[CH:6][CH:5]=[C:4](Br)[C:3]=1[Br:9].[CH3:10][C:11]([CH3:17])=[C:12]1[CH:16]=[CH:15][CH:14]=[CH:13]1.C([Li])CCC.[Cl-].[NH4+], predict the reaction product. The product is: [Br:9][C:3]1[CH:2]=[CH:7][CH:6]=[C:5]2[C:4]=1[CH:13]1[C:12](=[C:11]([CH3:17])[CH3:10])[CH:16]2[CH:15]=[CH:14]1. (5) Given the reactants [CH2:1]([P:3]([CH2:6][CH2:7][CH2:8][OH:9])(=[O:5])[OH:4])[CH3:2].[OH-:10].[Na+:11].C.OO, predict the reaction product. The product is: [Na+:11].[CH2:1]([P:3]([OH:4])([CH2:6][CH2:7][C:8]([O-:10])=[O:9])=[O:5])[CH3:2]. (6) Given the reactants I[C:2]1[N:3]=[N:4][C:5]([O:8][CH2:9][C:10]2[N:11]=[C:12]([CH:15]=[CH:16][C:17]3[CH:22]=[CH:21][C:20]([C:23]([F:26])([F:25])[F:24])=[CH:19][CH:18]=3)[O:13][CH:14]=2)=[CH:6][CH:7]=1.[CH2:27]([N:31]1[CH:35]=[CH:34][N:33]=[N:32]1)[CH2:28][C:29]#[CH:30].C(N(CC)CC)C.C(OCC)(=O)C, predict the reaction product. The product is: [N:31]1([CH2:27][CH2:28][C:29]#[C:30][C:2]2[N:3]=[N:4][C:5]([O:8][CH2:9][C:10]3[N:11]=[C:12]([CH:15]=[CH:16][C:17]4[CH:22]=[CH:21][C:20]([C:23]([F:26])([F:25])[F:24])=[CH:19][CH:18]=4)[O:13][CH:14]=3)=[CH:6][CH:7]=2)[CH:35]=[CH:34][N:33]=[N:32]1. (7) Given the reactants C([O:3][C:4](=[O:26])[C:5]([S:15]([C:18]1[CH:23]=[CH:22][C:21]([O:24][CH3:25])=[CH:20][CH:19]=1)(=[O:17])=[O:16])([CH3:14])[CH2:6][C:7]1[CH:12]=[CH:11][C:10]([Br:13])=[CH:9][CH:8]=1)C, predict the reaction product. The product is: [Br:13][C:10]1[CH:9]=[CH:8][C:7]([CH2:6][C:5]([S:15]([C:18]2[CH:19]=[CH:20][C:21]([O:24][CH3:25])=[CH:22][CH:23]=2)(=[O:17])=[O:16])([CH3:14])[C:4]([OH:26])=[O:3])=[CH:12][CH:11]=1. (8) Given the reactants CCCP(O)(O)=O.[CH3:8][O:9][C@@H:10]1[C@@:15]([O:22][CH3:23])([C:16]2[CH:21]=[CH:20][CH:19]=[CH:18][CH:17]=2)[CH2:14][CH2:13][NH:12][CH2:11]1.C(N(CC)CC)C.[C:31]([O:35][C:36]([N:38]1[CH2:42][C@@H:41]([C:43]2[CH:48]=[CH:47][C:46]([F:49])=[CH:45][C:44]=2[F:50])[C@H:40]([C:51](O)=[O:52])[CH2:39]1)=[O:37])([CH3:34])([CH3:33])[CH3:32], predict the reaction product. The product is: [F:50][C:44]1[CH:45]=[C:46]([F:49])[CH:47]=[CH:48][C:43]=1[C@H:41]1[C@H:40]([C:51]([N:12]2[CH2:13][CH2:14][C@:15]([O:22][CH3:23])([C:16]3[CH:17]=[CH:18][CH:19]=[CH:20][CH:21]=3)[C@@H:10]([O:9][CH3:8])[CH2:11]2)=[O:52])[CH2:39][N:38]([C:36]([O:35][C:31]([CH3:34])([CH3:33])[CH3:32])=[O:37])[CH2:42]1. (9) Given the reactants [Cl:1][C:2]1[CH:10]=[CH:9][C:5]([C:6]([OH:8])=[O:7])=[C:4]([O:11][CH3:12])[CH:3]=1.[Cl:13]N1C(=O)CCC1=O, predict the reaction product. The product is: [Cl:1][C:2]1[C:10]([Cl:13])=[CH:9][C:5]([C:6]([OH:8])=[O:7])=[C:4]([O:11][CH3:12])[CH:3]=1.